Dataset: Catalyst prediction with 721,799 reactions and 888 catalyst types from USPTO. Task: Predict which catalyst facilitates the given reaction. Reactant: [NH2:1][C:2]1[C:3]2[C:10]([C:11](O)=O)=[CH:9][N:8]([CH:14]3[CH2:18][CH2:17][CH2:16][CH2:15]3)[C:4]=2[N:5]=[CH:6][N:7]=1.[NH2:19][C:20]1[CH:25]=[CH:24][C:23]([N+:26]([O-:28])=[O:27])=[CH:22][C:21]=1[NH2:29].CN(C(ON1N=NC2C=CC=NC1=2)=[N+](C)C)C.F[P-](F)(F)(F)(F)F. Product: [CH:14]1([N:8]2[C:4]3[N:5]=[CH:6][N:7]=[C:2]([NH2:1])[C:3]=3[C:10]([C:11]3[NH:29][C:21]4[CH:22]=[C:23]([N+:26]([O-:28])=[O:27])[CH:24]=[CH:25][C:20]=4[N:19]=3)=[CH:9]2)[CH2:18][CH2:17][CH2:16][CH2:15]1. The catalyst class is: 37.